From a dataset of Forward reaction prediction with 1.9M reactions from USPTO patents (1976-2016). Predict the product of the given reaction. (1) Given the reactants [OH-].[Na+].C([O:6][CH2:7][C:8]1[CH:13]=[CH:12][C:11]([O:14][CH2:15][C:16]2[CH:21]=[CH:20][CH:19]=[CH:18][CH:17]=2)=[CH:10][N:9]=1)(=O)C, predict the reaction product. The product is: [C:16]([CH:7]([C:8]1[CH:13]=[CH:12][C:11]([O:14][CH2:15][C:16]2[CH:17]=[CH:18][CH:19]=[CH:20][CH:21]=2)=[CH:10][N:9]=1)[OH:6])([CH3:21])([CH3:17])[CH3:15]. (2) Given the reactants Cl[C:2]1[N:7]=[CH:6][C:5]([O:8][CH2:9][CH:10]2[CH2:15][CH2:14][N:13]([CH2:16][C:17]([CH2:21][CH3:22])([F:20])[CH2:18][CH3:19])[CH2:12][CH2:11]2)=[CH:4][N:3]=1.[CH3:23][O:24][C:25]([C:27]1[CH:32]=[CH:31][C:30](B(O)O)=[CH:29][CH:28]=1)=[O:26].C([O-])([O-])=O.[Cs+].[Cs+], predict the reaction product. The product is: [CH2:18]([C:17]([F:20])([CH2:21][CH3:22])[CH2:16][N:13]1[CH2:14][CH2:15][CH:10]([CH2:9][O:8][C:5]2[CH:4]=[N:3][C:2]([C:30]3[CH:31]=[CH:32][C:27]([C:25]([O:24][CH3:23])=[O:26])=[CH:28][CH:29]=3)=[N:7][CH:6]=2)[CH2:11][CH2:12]1)[CH3:19]. (3) Given the reactants [N+:1]([C:4]1[N:9]=[CH:8][C:7]([N:10]2[CH2:13][CH:12]([OH:14])[CH2:11]2)=[CH:6][CH:5]=1)([O-])=O.C(O)C, predict the reaction product. The product is: [NH2:1][C:4]1[N:9]=[CH:8][C:7]([N:10]2[CH2:11][CH:12]([OH:14])[CH2:13]2)=[CH:6][CH:5]=1. (4) The product is: [SH:12][C:3]1[C:2]([NH:1][C:20]([C:15]2[C:14]([Cl:13])=[CH:19][CH:18]=[CH:17][N:16]=2)=[O:21])=[CH:7][C:6]([C:8]([F:9])([F:11])[F:10])=[CH:5][N:4]=1. Given the reactants [NH2:1][C:2]1[C:3]([SH:12])=[N:4][CH:5]=[C:6]([C:8]([F:11])([F:10])[F:9])[CH:7]=1.[Cl:13][C:14]1[C:15]([C:20](O)=[O:21])=[N:16][CH:17]=[CH:18][CH:19]=1.CCN=C=NCCCN(C)C.Cl.C1C=CC2N(O)N=NC=2C=1, predict the reaction product. (5) Given the reactants C([O:8][C:9]1[CH:14]=[CH:13][C:12]([NH:15][C:16](=[O:37])[N:17]([CH2:31][CH:32](OC)OC)[C:18]2[CH:23]=[CH:22][C:21]([O:24][C:25]3[CH:30]=[CH:29][CH:28]=[CH:27][CH:26]=3)=[CH:20][CH:19]=2)=[CH:11][CH:10]=1)C1C=CC=CC=1.C(=O)([O-])[O-].[Na+].[Na+], predict the reaction product. The product is: [OH:8][C:9]1[CH:14]=[CH:13][C:12]([N:15]2[CH:32]=[CH:31][N:17]([C:18]3[CH:23]=[CH:22][C:21]([O:24][C:25]4[CH:26]=[CH:27][CH:28]=[CH:29][CH:30]=4)=[CH:20][CH:19]=3)[C:16]2=[O:37])=[CH:11][CH:10]=1.